This data is from Reaction yield outcomes from USPTO patents with 853,638 reactions. The task is: Predict the reaction yield, written as a fraction of the theoretical maximum amount of product (1.0 means a 100% yield; for example, 0.34 means a 34% yield). The reactants are [H-].[Al+3].[Li+].[H-].[H-].[H-].[Br:7][C:8](=[CH2:19])[CH2:9][CH:10]([C:15](OC)=[O:16])[C:11](OC)=[O:12].C([O-])(=O)CC([O-])=O. The catalyst is C(OCC)C. The product is [Br:7][C:8](=[CH2:19])[CH2:9][CH:10]([CH2:15][OH:16])[CH2:11][OH:12]. The yield is 0.860.